This data is from Reaction yield outcomes from USPTO patents with 853,638 reactions. The task is: Predict the reaction yield, written as a fraction of the theoretical maximum amount of product (1.0 means a 100% yield; for example, 0.34 means a 34% yield). (1) The catalyst is ClC(Cl)C. The yield is 0.0650. The reactants are C(O)(C(F)(F)F)=O.[NH:8]1[CH2:13][CH2:12][CH:11]([N:14]2[C:27]3[CH:26]=[CH:25][C:24]([C:28]4[NH:32][N:31]=[N:30][N:29]=4)=[CH:23][C:22]=3[O:21][C:20]3[C:15]2=[CH:16][CH:17]=[CH:18][CH:19]=3)[CH2:10][CH2:9]1.[NH:33]1[CH:37]=[CH:36][N:35]=[C:34]1[CH:38]=O.C(O[BH-](OC(=O)C)OC(=O)C)(=O)C.C[N+](C)(C)C. The product is [NH:33]1[CH:37]=[CH:36][N:35]=[C:34]1[CH2:38][N:8]1[CH2:13][CH2:12][CH:11]([N:14]2[C:27]3[CH:26]=[CH:25][C:24]([C:28]4[NH:32][N:31]=[N:30][N:29]=4)=[CH:23][C:22]=3[O:21][C:20]3[C:15]2=[CH:16][CH:17]=[CH:18][CH:19]=3)[CH2:10][CH2:9]1. (2) The reactants are [C:1]([O:5][C:6]([N:8]1[CH2:12][C@H:11]([F:13])[CH2:10][C@H:9]1[C:14]([OH:16])=O)=[O:7])([CH3:4])([CH3:3])[CH3:2].CN(C(ON1N=NC2C=CC=NC1=2)=[N+](C)C)C.F[P-](F)(F)(F)(F)F.CCN(C(C)C)C(C)C.Cl.[NH2:51][CH2:52][C:53]1[C:54]([C:68]([O:70][CH2:71][CH3:72])=[O:69])=[N:55][N:56]([C:58]2[CH:63]=[CH:62][C:61]([C:64]([F:67])([F:66])[F:65])=[CH:60][CH:59]=2)[CH:57]=1. The catalyst is CN(C)C=O.O. The product is [C:1]([O:5][C:6]([N:8]1[CH2:12][C@H:11]([F:13])[CH2:10][C@H:9]1[C:14]([NH:51][CH2:52][C:53]1[C:54]([C:68]([O:70][CH2:71][CH3:72])=[O:69])=[N:55][N:56]([C:58]2[CH:63]=[CH:62][C:61]([C:64]([F:65])([F:66])[F:67])=[CH:60][CH:59]=2)[CH:57]=1)=[O:16])=[O:7])([CH3:2])([CH3:3])[CH3:4]. The yield is 0.940. (3) The reactants are [C:1]1([S:7][CH2:8][C@H:9]([NH:15][C:16]2[CH:21]=[CH:20][C:19]([S:22](=[O:25])(=[O:24])[NH2:23])=[CH:18][C:17]=2[S:26]([C:29]([F:32])([F:31])[F:30])(=[O:28])=[O:27])[CH2:10][C:11]([O:13]C)=[O:12])[CH:6]=[CH:5][CH:4]=[CH:3][CH:2]=1.C1COCC1.CO.[Li+].[OH-]. The catalyst is O. The product is [C:1]1([S:7][CH2:8][C@H:9]([NH:15][C:16]2[CH:21]=[CH:20][C:19]([S:22](=[O:24])(=[O:25])[NH2:23])=[CH:18][C:17]=2[S:26]([C:29]([F:30])([F:31])[F:32])(=[O:28])=[O:27])[CH2:10][C:11]([OH:13])=[O:12])[CH:6]=[CH:5][CH:4]=[CH:3][CH:2]=1. The yield is 0.930. (4) The reactants are [OH:1][C:2]1[CH:7]=[CH:6][C:5]([CH2:8][C:9]([O:11][CH2:12][CH3:13])=[O:10])=[CH:4][CH:3]=1.C([O-])([O-])=O.[K+].[K+].Cl[CH2:21][C:22]1[CH:31]=[CH:30][C:29]2[C:24](=[CH:25][CH:26]=[CH:27][CH:28]=2)[N:23]=1. The catalyst is C(#N)C. The product is [N:23]1[C:24]2[C:29](=[CH:28][CH:27]=[CH:26][CH:25]=2)[CH:30]=[CH:31][C:22]=1[CH2:21][O:1][C:2]1[CH:3]=[CH:4][C:5]([CH2:8][C:9]([O:11][CH2:12][CH3:13])=[O:10])=[CH:6][CH:7]=1. The yield is 0.930. (5) The reactants are Cl.Cl.[NH2:3][CH2:4][C@@:5]1([OH:13])[CH:10]2[CH2:11][CH2:12][N:7]([CH2:8][CH2:9]2)[CH2:6]1.C([O-])([O-])=O.[Cs+].[Cs+].[Br:20][C:21]1[CH:30]=[C:29]2[C:24]([CH:25]=[C:26]([N:31]=[C:32]=S)[N:27]=[CH:28]2)=[CH:23][CH:22]=1.C(N=C=NC(C)C)(C)C. The catalyst is CN(C)C=O. The product is [Br:20][C:21]1[CH:30]=[C:29]2[C:24]([CH:25]=[C:26]([NH:31][C:32]3[O:13][C@:5]4([CH2:4][N:3]=3)[CH:10]3[CH2:9][CH2:8][N:7]([CH2:12][CH2:11]3)[CH2:6]4)[N:27]=[CH:28]2)=[CH:23][CH:22]=1. The yield is 0.170. (6) The yield is 0.660. The reactants are [N+:1]([C:4]1[CH:5]=[C:6]2[C:10](=[CH:11][CH:12]=1)[NH:9][CH:8]=[C:7]2[C:13]1[CH2:18][CH2:17][C:16](=O)[CH2:15][CH:14]=1)([O-:3])=[O:2].Cl.[CH3:21][NH:22][CH3:23].CC(O)=O.[BH-](OC(C)=O)(OC(C)=O)OC(C)=O.[Na+]. The product is [CH3:21][N:22]([CH3:23])[CH:16]1[CH2:17][CH2:18][C:13]([C:7]2[C:6]3[C:10](=[CH:11][CH:12]=[C:4]([N+:1]([O-:3])=[O:2])[CH:5]=3)[NH:9][CH:8]=2)=[CH:14][CH2:15]1. The catalyst is ClCCCl.[OH-].[Na+]. (7) The reactants are [OH-].[Na+].[C:3]([O:7][C:8]([NH:10][C:11]1[CH:16]=[CH:15][C:14]([C:17]2[CH2:21][N:20]([C:22]([O:24][C:25]([CH3:28])([CH3:27])[CH3:26])=[O:23])[CH:19]([C:29]([O:31]C)=[O:30])[CH:18]=2)=[CH:13][C:12]=1[O:33][CH3:34])=[O:9])([CH3:6])([CH3:5])[CH3:4]. The catalyst is CO. The product is [C:25]([O:24][C:22]([N:20]1[CH2:21][C:17]([C:14]2[CH:15]=[CH:16][C:11]([NH:10][C:8]([O:7][C:3]([CH3:4])([CH3:5])[CH3:6])=[O:9])=[C:12]([O:33][CH3:34])[CH:13]=2)=[CH:18][CH:19]1[C:29]([OH:31])=[O:30])=[O:23])([CH3:26])([CH3:27])[CH3:28]. The yield is 1.00. (8) The reactants are [Cl:1][C:2]1[C:3]([CH3:18])=[C:4]([NH:10][C@H:11]([C@@H:15]([OH:17])[CH3:16])[C:12]([OH:14])=O)[CH:5]=[CH:6][C:7]=1[C:8]#[N:9].[CH3:19][S:20]([C:23]1[CH:32]=[CH:31][C:26]([C:27]([NH:29][NH2:30])=[O:28])=[CH:25][CH:24]=1)(=[O:22])=[O:21]. No catalyst specified. The product is [Cl:1][C:2]1[C:3]([CH3:18])=[C:4]([NH:10][C@H:11]([C@@H:15]([OH:17])[CH3:16])[C:12]([N:29]([C:27](=[O:28])[C:26]2[CH:25]=[CH:24][C:23]([S:20]([CH3:19])(=[O:22])=[O:21])=[CH:32][CH:31]=2)[NH2:30])=[O:14])[CH:5]=[CH:6][C:7]=1[C:8]#[N:9]. The yield is 0.820.